This data is from Full USPTO retrosynthesis dataset with 1.9M reactions from patents (1976-2016). The task is: Predict the reactants needed to synthesize the given product. The reactants are: [CH2:1]([C:3]1[CH:4]=[CH:5][CH:6]=[C:7]2[C:12]=1[N:11]=[C:10]([C:13]1([C:16]3[CH:21]=[CH:20][CH:19]=[CH:18][CH:17]=3)[CH2:15][CH2:14]1)[C:9]([OH:22])=[C:8]2[C:23]([OH:25])=[O:24])[CH3:2].C(OCC(C1(C2C=CC([Cl:42])=CC=2)CC1)=O)(=O)C. Given the product [Cl:42][C:19]1[CH:18]=[CH:17][C:16]([C:13]2([C:10]3[C:9]([OH:22])=[C:8]([C:23]([OH:25])=[O:24])[C:7]4[C:12](=[C:3]([CH3:4])[C:1]([CH3:2])=[CH:5][CH:6]=4)[N:11]=3)[CH2:14][CH2:15]2)=[CH:21][CH:20]=1, predict the reactants needed to synthesize it.